From a dataset of Full USPTO retrosynthesis dataset with 1.9M reactions from patents (1976-2016). Predict the reactants needed to synthesize the given product. (1) The reactants are: [NH2:1][C@H:2]([C:5]([OH:7])=[O:6])[CH2:3][OH:4].C(=O)([O-])[O-].[K+].[K+].[CH2:14](Br)[C:15]1[CH:20]=[CH:19][CH:18]=[CH:17][CH:16]=1. Given the product [CH2:14]([O:6][C:5](=[O:7])[C@@H:2]([N:1]([CH2:14][C:15]1[CH:20]=[CH:19][CH:18]=[CH:17][CH:16]=1)[CH2:14][C:15]1[CH:20]=[CH:19][CH:18]=[CH:17][CH:16]=1)[CH2:3][OH:4])[C:15]1[CH:20]=[CH:19][CH:18]=[CH:17][CH:16]=1, predict the reactants needed to synthesize it. (2) Given the product [CH2:23]([O:1][C@@H:2]1[CH2:7][CH2:6][CH2:5][CH2:4][C@H:3]1[N:8]1[CH2:12][CH2:11][C@@H:10]([NH:13][C:14](=[O:20])[O:15][C:16]([CH3:17])([CH3:19])[CH3:18])[CH2:9]1)[C:24]1[CH:29]=[CH:28][CH:27]=[CH:26][CH:25]=1, predict the reactants needed to synthesize it. The reactants are: [OH:1][C@@H:2]1[CH2:7][CH2:6][CH2:5][CH2:4][C@H:3]1[N:8]1[CH2:12][CH2:11][C@@H:10]([NH:13][C:14](=[O:20])[O:15][C:16]([CH3:19])([CH3:18])[CH3:17])[CH2:9]1.[H-].[Na+].[CH2:23](Br)[C:24]1[CH:29]=[CH:28][CH:27]=[CH:26][CH:25]=1.O. (3) Given the product [OH2:5].[ClH:33].[ClH:33].[O:32]=[C:15]1[N:14]([CH:11]2[CH2:10][CH2:9][NH:8][CH2:13][CH2:12]2)[CH2:23][CH2:22][C:21]2[N:20]=[C:19]([CH2:24][CH2:25][CH3:26])[C:18]([C:27]([O:29][CH2:30][CH3:31])=[O:28])=[CH:17][C:16]1=2, predict the reactants needed to synthesize it. The reactants are: C([O:5]C([N:8]1[CH2:13][CH2:12][CH:11]([N:14]2[CH2:23][CH2:22][C:21]3[N:20]=[C:19]([CH2:24][CH2:25][CH3:26])[C:18]([C:27]([O:29][CH2:30][CH3:31])=[O:28])=[CH:17][C:16]=3[C:15]2=[O:32])[CH2:10][CH2:9]1)=O)(C)(C)C.[ClH:33].C(OC(C)C)(C)C. (4) The reactants are: C([O:5][C:6]([CH:8]1[CH2:12][CH2:11][CH2:10][N:9]1[C:13](=[O:40])[CH2:14][O:15][C:16]1[CH:21]=[CH:20][CH:19]=[C:18]([O:22][CH3:23])[C:17]=1[O:24][CH2:25][C:26]([N:28]1[CH2:32][CH2:31][CH2:30][C@@H:29]1[C:33]([O:35]C(C)(C)C)=[O:34])=[O:27])=[O:7])(C)(C)C. Given the product [C:33]([C@H:29]1[CH2:30][CH2:31][CH2:32][N:28]1[C:26](=[O:27])[CH2:25][O:24][C:17]1[C:18]([O:22][CH3:23])=[CH:19][CH:20]=[CH:21][C:16]=1[O:15][CH2:14][C:13]([N:9]1[CH2:10][CH2:11][CH2:12][C@@H:8]1[C:6]([OH:7])=[O:5])=[O:40])([OH:35])=[O:34], predict the reactants needed to synthesize it. (5) Given the product [OH:16][CH:15]([C:1]([O:8][CH3:25])([C:9]1[CH:14]=[CH:13][CH:12]=[CH:11][CH:10]=1)[C:2]1[CH:7]=[CH:6][CH:5]=[CH:4][CH:3]=1)[C:20]([OH:21])=[O:24], predict the reactants needed to synthesize it. The reactants are: [C:1]([C:9]1[CH:14]=[CH:13][CH:12]=[CH:11][CH:10]=1)(=[O:8])[C:2]1[CH:7]=[CH:6][CH:5]=[CH:4][CH:3]=1.[CH3:15][O-:16].[Na+].ClC[C:20](OC)=[O:21].[OH2:24].[C:25](OC)(C)(C)C. (6) Given the product [CH2:6]([N:9]1[C:17]2[C:12](=[N:13][C:14]([C:19]3[CH:20]=[CH:21][C:22]([N:25]4[CH:29]=[C:28]5[CH2:30][N:31]([CH2:1][C:2]([OH:5])([CH3:4])[CH3:3])[CH2:32][C:27]5=[N:26]4)=[CH:23][CH:24]=3)=[C:15]([Cl:18])[CH:16]=2)[N:11]=[C:10]1[O:33][C@H:34]1[C@H:38]2[O:39][CH2:40][C@@H:41]([OH:42])[C@H:37]2[O:36][CH2:35]1)[CH:7]=[CH2:8], predict the reactants needed to synthesize it. The reactants are: [CH3:1][C:2]1([O:5][CH2:4]1)[CH3:3].[CH2:6]([N:9]1[C:17]2[C:12](=[N:13][C:14]([C:19]3[CH:24]=[CH:23][C:22]([N:25]4[CH:29]=[C:28]5[CH2:30][NH:31][CH2:32][C:27]5=[N:26]4)=[CH:21][CH:20]=3)=[C:15]([Cl:18])[CH:16]=2)[N:11]=[C:10]1[O:33][C@H:34]1[C@H:38]2[O:39][CH2:40][C@@H:41]([OH:42])[C@H:37]2[O:36][CH2:35]1)[CH:7]=[CH2:8].[NH4+].[OH-].CO.C(Cl)Cl. (7) Given the product [CH3:5][O:6][C:7]1[CH:12]=[CH:11][C:10]([CH2:13][C@H:14]([C:16]2[NH:20][C:19]3[CH:21]=[CH:22][C:23]([CH3:25])=[CH:24][C:18]=3[N:17]=2)[NH2:15])=[CH:9][CH:8]=1, predict the reactants needed to synthesize it. The reactants are: N#N.Cl.Cl.[CH3:5][O:6][C:7]1[CH:12]=[CH:11][C:10]([CH2:13][C@H:14]([C:16]2[NH:20][C:19]3[CH:21]=[CH:22][C:23]([CH3:25])=[CH:24][C:18]=3[N:17]=2)[NH2:15])=[CH:9][CH:8]=1.[OH-].[Na+].